This data is from Reaction yield outcomes from USPTO patents with 853,638 reactions. The task is: Predict the reaction yield, written as a fraction of the theoretical maximum amount of product (1.0 means a 100% yield; for example, 0.34 means a 34% yield). The reactants are [I:1][C:2]1[CH:3]=[CH:4][C:5]([N+:11]([O-:13])=[O:12])=[C:6]([CH:10]=1)C(O)=O.IC1C=CC=CC=1[C:17]([OH:19])=[O:18].[N+]([O-])(O)=O.C(OC(=O)C1C=CC=CC=1I)C. No catalyst specified. The product is [I:1][C:2]1[CH:10]=[CH:6][C:5]([N+:11]([O-:13])=[O:12])=[CH:4][C:3]=1[C:17]([OH:19])=[O:18]. The yield is 0.950.